This data is from Reaction yield outcomes from USPTO patents with 853,638 reactions. The task is: Predict the reaction yield, written as a fraction of the theoretical maximum amount of product (1.0 means a 100% yield; for example, 0.34 means a 34% yield). (1) The reactants are [CH3:1][O:2][C:3]1[C:8]2[NH:9][C:10]([C:12]3[S:13][CH:14]=[CH:15][CH:16]=3)=[N:11][C:7]=2[C:6]([C:17]([O:19]C)=[O:18])=[CH:5][CH:4]=1.[OH-].[Na+]. The catalyst is C(O)C.O. The product is [CH3:1][O:2][C:3]1[C:8]2[NH:9][C:10]([C:12]3[S:13][CH:14]=[CH:15][CH:16]=3)=[N:11][C:7]=2[C:6]([C:17]([OH:19])=[O:18])=[CH:5][CH:4]=1. The yield is 0.580. (2) The reactants are [N:1]1[C:10]2[C:5](=[CH:6][C:7]([C:11]([OH:13])=O)=[CH:8][CH:9]=2)[CH:4]=[CH:3][CH:2]=1.[NH2:14][C:15]1[CH:16]=[C:17]([NH:22][C:23](=[O:32])[C:24]2[CH:29]=[CH:28][C:27]([C:30]#[N:31])=[CH:26][CH:25]=2)[CH:18]=[CH:19][C:20]=1[Cl:21]. No catalyst specified. The product is [Cl:21][C:20]1[CH:19]=[CH:18][C:17]([NH:22][C:23](=[O:32])[C:24]2[CH:29]=[CH:28][C:27]([C:30]#[N:31])=[CH:26][CH:25]=2)=[CH:16][C:15]=1[NH:14][C:11]([C:7]1[CH:6]=[C:5]2[C:10](=[CH:9][CH:8]=1)[N:1]=[CH:2][CH:3]=[CH:4]2)=[O:13]. The yield is 0.180. (3) The reactants are Br[C:2]1[CH:9]=[CH:8][CH:7]=[CH:6][C:3]=1[C:4]#[N:5].[C:25]1([CH3:30])[CH:26]=[CH:27][CH:28]=[CH:29][C:24]=1P([C:24]1[CH:29]=[CH:28][CH:27]=[CH:26][C:25]=1[CH3:30])[C:24]1[CH:29]=[CH:28][CH:27]=[CH:26][C:25]=1[CH3:30].C(N(CC)CC)C.CN([CH:42]=[O:43])C. The catalyst is [Cl-].[Li+].CC#N.CC#N.Cl[Pd]Cl.C(C1C=C(C)C=C(C(C)(C)C)C=1O)(C)(C)C. The product is [C:4]([C:3]1[CH:6]=[CH:7][CH:8]=[CH:9][C:2]=1[C:27]1[CH2:28][CH:29]2[CH:25]([CH:26]=1)[CH2:30][C:42](=[O:43])[CH2:24]2)#[N:5]. The yield is 0.570. (4) The reactants are [CH3:1][O:2][C:3]1[CH:4]=[C:5]2[C:10](=[CH:11][C:12]=1[O:13][CH3:14])[N:9]=[CH:8][N:7]=[C:6]2[O:15][C:16]1[CH:22]=[CH:21][C:19]([NH2:20])=[CH:18][CH:17]=1.Cl[C:24](Cl)([O:26][C:27](=[O:33])OC(Cl)(Cl)Cl)Cl.[CH:35]1(CO)[CH2:39][CH2:38][CH2:37][CH2:36]1.C(=O)(O)[O-].[Na+]. The catalyst is C(Cl)Cl.C(N(CC)CC)C.C1(C)C=CC=CC=1. The product is [CH3:1][O:2][C:3]1[CH:4]=[C:5]2[C:10](=[CH:11][C:12]=1[O:13][CH3:14])[N:9]=[CH:8][N:7]=[C:6]2[O:15][C:16]1[CH:22]=[CH:21][C:19]([NH:20][C:27](=[O:33])[O:26][CH2:24][CH:35]2[CH2:39][CH2:38][CH2:37][CH2:36]2)=[CH:18][CH:17]=1. The yield is 0.750. (5) The catalyst is S(=O)(=O)(O)O. The yield is 0.360. The product is [NH2:1][C:2]1[C:7]([N+:9]([O-:11])=[O:10])=[C:6]([Cl:8])[CH:5]=[CH:4][N:3]=1. The reactants are [NH2:1][C:2]1[CH:7]=[C:6]([Cl:8])[CH:5]=[CH:4][N:3]=1.[N+:9]([O-])([OH:11])=[O:10].O. (6) The reactants are [OH:1][CH:2]([C:16]([CH3:19])([CH3:18])[CH3:17])[CH2:3][O:4][N:5]1C(=O)C2C(=CC=CC=2)C1=O.CNN.C(OCC)C. The catalyst is ClCCl. The product is [NH2:5][O:4][CH2:3][CH:2]([OH:1])[C:16]([CH3:19])([CH3:18])[CH3:17]. The yield is 0.860. (7) The reactants are [F:1][C:2]1[CH:36]=[C:35]([NH:37][C:38]([NH:40][C:41](=[O:50])[CH2:42][C:43]2[CH:48]=[CH:47][C:46]([F:49])=[CH:45][CH:44]=2)=[S:39])[CH:34]=[CH:33][C:3]=1[O:4][C:5]1[CH:10]=[CH:9][N:8]=[C:7]2[CH:11]=[C:12]([C:14]3[N:19]=[CH:18][C:17]([CH2:20][N:21]([CH2:29][CH2:30][O:31][CH3:32])C(=O)OC(C)(C)C)=[CH:16][CH:15]=3)[S:13][C:6]=12. The catalyst is C(O)(C(F)(F)F)=O. The product is [F:1][C:2]1[CH:36]=[C:35]([NH:37][C:38]([NH:40][C:41](=[O:50])[CH2:42][C:43]2[CH:44]=[CH:45][C:46]([F:49])=[CH:47][CH:48]=2)=[S:39])[CH:34]=[CH:33][C:3]=1[O:4][C:5]1[CH:10]=[CH:9][N:8]=[C:7]2[CH:11]=[C:12]([C:14]3[CH:15]=[CH:16][C:17]([CH2:20][NH:21][CH2:29][CH2:30][O:31][CH3:32])=[CH:18][N:19]=3)[S:13][C:6]=12. The yield is 0.630. (8) The catalyst is CC(O)C. The product is [Si:1]([O:8][C@@H:9]1[C:17]2[C:12](=[C:13]([C:18]3[S:22][C:21]([C:23]4[CH:24]=[CH:25][C:26]([O:34][CH:33]([CH3:35])[CH3:32])=[C:27]([CH:30]=4)[C:28]#[N:29])=[N:20][CH:19]=3)[CH:14]=[CH:15][CH:16]=2)[CH2:11][CH2:10]1)([C:4]([CH3:7])([CH3:6])[CH3:5])([CH3:3])[CH3:2]. The reactants are [Si:1]([O:8][C@@H:9]1[C:17]2[C:12](=[C:13]([C:18]3[S:22][C:21]([C:23]4[CH:24]=[CH:25][C:26](F)=[C:27]([CH:30]=4)[C:28]#[N:29])=[N:20][CH:19]=3)[CH:14]=[CH:15][CH:16]=2)[CH2:11][CH2:10]1)([C:4]([CH3:7])([CH3:6])[CH3:5])([CH3:3])[CH3:2].[CH3:32][CH:33]([CH3:35])[O-:34].[Na+]. The yield is 0.880. (9) The reactants are [NH2:1][C:2]1[CH:6]=[CH:5][NH:4][N:3]=1.[C:7]1(=O)[O:12][C:10](=[O:11])[C:9]2=[CH:13][CH:14]=[CH:15][CH:16]=[C:8]12. The catalyst is O1CCOCC1. The product is [NH:4]1[CH:5]=[CH:6][C:2]([N:1]2[C:10](=[O:11])[C:9]3[C:8](=[CH:16][CH:15]=[CH:14][CH:13]=3)[C:7]2=[O:12])=[N:3]1. The yield is 0.920.